This data is from Reaction yield outcomes from USPTO patents with 853,638 reactions. The task is: Predict the reaction yield, written as a fraction of the theoretical maximum amount of product (1.0 means a 100% yield; for example, 0.34 means a 34% yield). (1) The reactants are [I:1][C:2]1[CH:14]=[N:13][C:5]2[NH:6][C:7]([CH3:12])([CH3:11])[C:8](=[O:10])[NH:9][C:4]=2[CH:3]=1.[F:15][C:16]1[CH:23]=[CH:22][C:21]([F:24])=[CH:20][C:17]=1[CH2:18]Br. No catalyst specified. The product is [F:15][C:16]1[CH:23]=[CH:22][C:21]([F:24])=[CH:20][C:17]=1[CH2:18][N:9]1[C:8](=[O:10])[C:7]([CH3:11])([CH3:12])[NH:6][C:5]2[N:13]=[CH:14][C:2]([I:1])=[CH:3][C:4]1=2. The yield is 0.980. (2) The reactants are [O:1]1[CH2:6][CH2:5][CH:4]([C:7]([OH:9])=[O:8])[CH2:3][CH2:2]1.S(=O)(=O)(O)O.[CH3:15]O. No catalyst specified. The product is [O:1]1[CH2:6][CH2:5][CH:4]([C:7]([O:9][CH3:15])=[O:8])[CH2:3][CH2:2]1. The yield is 0.950. (3) The reactants are [OH:1][C@@H:2]1[C:11]2[C:6](=[CH:7][CH:8]=[CH:9][CH:10]=2)[CH:5]=[CH:4][C@H:3]1[O:12][C:13](=[O:20])[CH2:14][C:15]([O:17][CH2:18][CH3:19])=[O:16].N1C=CN=C1.[Si:26](Cl)([C:29]([CH3:32])([CH3:31])[CH3:30])([CH3:28])[CH3:27]. The catalyst is ClCCl.CN(C1C=CC=CN=1)C. The product is [CH2:18]([O:17][C:15](=[O:16])[CH2:14][C:13]([O:12][C@@H:3]1[CH:4]=[CH:5][C:6]2[C:11](=[CH:10][CH:9]=[CH:8][CH:7]=2)[C@H:2]1[O:1][Si:26]([C:29]([CH3:32])([CH3:31])[CH3:30])([CH3:28])[CH3:27])=[O:20])[CH3:19]. The yield is 0.900. (4) The catalyst is O1CCOCC1. The product is [Cl:32][C:27]1[CH:28]=[CH:29][CH:30]=[CH:31][C:26]=1[C:15]1[CH:14]=[C:13]2[C:21]([CH:22]=[CH:23][N:12]2[CH2:11][CH2:10][CH2:9][OH:8])=[C:20]2[C:16]=1[C:17](=[O:25])[NH:18][C:19]2=[O:24]. The yield is 0.830. The reactants are [Si]([O:8][CH2:9][CH2:10][CH2:11][N:12]1[CH:23]=[CH:22][C:21]2[C:13]1=[CH:14][C:15]([C:26]1[CH:31]=[CH:30][CH:29]=[CH:28][C:27]=1[Cl:32])=[C:16]1[C:20]=2[C:19](=[O:24])[NH:18][C:17]1=[O:25])(C(C)(C)C)(C)C.OS(O)(=O)=O. (5) The reactants are [CH3:1][O:2][C:3]1[CH:4]=[C:5]([C:11]2[CH2:15][CH:14]([CH2:16][CH2:17][CH:18]=O)[O:13][N:12]=2)[CH:6]=[CH:7][C:8]=1[O:9][CH3:10].[C:20]1([CH:26]([C:33]2[CH:38]=[CH:37][CH:36]=[CH:35][CH:34]=2)[N:27]2[CH2:32][CH2:31][NH:30][CH2:29][CH2:28]2)[CH:25]=[CH:24][CH:23]=[CH:22][CH:21]=1.[BH-](OC(C)=O)(OC(C)=O)OC(C)=O.[Na+]. The catalyst is C(Cl)Cl. The product is [CH:26]([N:27]1[CH2:32][CH2:31][N:30]([CH2:18][CH2:17][CH2:16][CH:14]2[O:13][N:12]=[C:11]([C:5]3[CH:6]=[CH:7][C:8]([O:9][CH3:10])=[C:3]([O:2][CH3:1])[CH:4]=3)[CH2:15]2)[CH2:29][CH2:28]1)([C:33]1[CH:38]=[CH:37][CH:36]=[CH:35][CH:34]=1)[C:20]1[CH:25]=[CH:24][CH:23]=[CH:22][CH:21]=1. The yield is 0.720. (6) The reactants are Cl[C:2]1[C:11]2[C:6](=[CH:7][C:8]([O:14][CH3:15])=[C:9]([O:12][CH3:13])[CH:10]=2)[N:5]=[CH:4][CH:3]=1.[CH3:16][NH:17][C:18]1[CH:23]=[CH:22][C:21]([N+:24]([O-:26])=[O:25])=[CH:20][CH:19]=1.C1(C)C=CC(S(O)(=O)=O)=CC=1.COCC(O)C. No catalyst specified. The product is [CH3:13][O:12][C:9]1[CH:10]=[C:11]2[C:6](=[CH:7][C:8]=1[O:14][CH3:15])[N:5]=[CH:4][CH:3]=[C:2]2[N:17]([CH3:16])[C:18]1[CH:19]=[CH:20][C:21]([N+:24]([O-:26])=[O:25])=[CH:22][CH:23]=1. The yield is 0.400. (7) The reactants are [C:1]([O:5][NH:6][C:7](=[O:23])[C:8]1[CH:13]=[CH:12][C:11]([C:14]2[CH:19]=[CH:18][CH:17]=[C:16]([N+:20]([O-])=O)[CH:15]=2)=[CH:10][CH:9]=1)([CH3:4])([CH3:3])[CH3:2]. The catalyst is [Pd]. The product is [C:1]([O:5][NH:6][C:7](=[O:23])[C:8]1[CH:13]=[CH:12][C:11]([C:14]2[CH:19]=[CH:18][CH:17]=[C:16]([NH2:20])[CH:15]=2)=[CH:10][CH:9]=1)([CH3:4])([CH3:2])[CH3:3]. The yield is 0.960. (8) The reactants are [C:1]([O:5][C:6]([N:8]1[CH2:42][CH2:41][CH2:40][C:10]2([CH2:15][N:14]([CH2:16][C:17]3[C:22]([O:23][CH3:24])=[CH:21][C:20]([O:25][CH3:26])=[CH:19][C:18]=3[O:27][CH3:28])[C:13](=[O:29])[C:12]3[CH:30]=[C:31]([C:33]4[CH:38]=[CH:37][N:36]=[C:35](Cl)[CH:34]=4)[NH:32][C:11]2=3)[CH2:9]1)=[O:7])([CH3:4])([CH3:3])[CH3:2].[N+:43]([C:46]1[CH:47]=[C:48]([CH:52]=[CH:53][CH:54]=1)[C:49]([NH2:51])=[O:50])([O-:45])=[O:44].C(=O)([O-])[O-].[Cs+].[Cs+].CC1(C)C2C(=C(P(C3C=CC=CC=3)C3C=CC=CC=3)C=CC=2)OC2C(P(C3C=CC=CC=3)C3C=CC=CC=3)=CC=CC1=2. The catalyst is O1CCOCC1.C1C=CC(/C=C/C(/C=C/C2C=CC=CC=2)=O)=CC=1.C1C=CC(/C=C/C(/C=C/C2C=CC=CC=2)=O)=CC=1.C1C=CC(/C=C/C(/C=C/C2C=CC=CC=2)=O)=CC=1.[Pd].[Pd]. The product is [N+:43]([C:46]1[CH:47]=[C:48]([CH:52]=[CH:53][CH:54]=1)[C:49]([NH:51][C:35]1[CH:34]=[C:33]([C:31]2[NH:32][C:11]3[C:10]4([CH2:40][CH2:41][CH2:42][N:8]([C:6]([O:5][C:1]([CH3:3])([CH3:4])[CH3:2])=[O:7])[CH2:9]4)[CH2:15][N:14]([CH2:16][C:17]4[C:18]([O:27][CH3:28])=[CH:19][C:20]([O:25][CH3:26])=[CH:21][C:22]=4[O:23][CH3:24])[C:13](=[O:29])[C:12]=3[CH:30]=2)[CH:38]=[CH:37][N:36]=1)=[O:50])([O-:45])=[O:44]. The yield is 0.850.